This data is from Full USPTO retrosynthesis dataset with 1.9M reactions from patents (1976-2016). The task is: Predict the reactants needed to synthesize the given product. Given the product [CH3:1][O:2][C:3]1[CH:4]=[CH:5][C:6]([C:9]2[O:13][N:12]=[CH:11][C:10]=2[CH2:14][CH2:15][C:16]([O:18][CH3:24])=[O:17])=[CH:7][CH:8]=1, predict the reactants needed to synthesize it. The reactants are: [CH3:1][O:2][C:3]1[CH:8]=[CH:7][C:6]([C:9]2[O:13][N:12]=[CH:11][C:10]=2[CH2:14][CH2:15][C:16]([OH:18])=[O:17])=[CH:5][CH:4]=1.S(=O)(=O)(O)O.[CH3:24]O.